From a dataset of Full USPTO retrosynthesis dataset with 1.9M reactions from patents (1976-2016). Predict the reactants needed to synthesize the given product. (1) Given the product [P:15]([O-:26])([O-:22])([O-:16])=[O:14].[Ca+2:9].[Ca+2:9].[Ca+2:9].[P:15]([O-:26])([O-:22])([O-:16])=[O:14].[O-2:6].[Ca+2:9], predict the reactants needed to synthesize it. The reactants are: O.O.O.O.[N+]([O-])([O-])=[O:6].[Ca+2:9].[N+]([O-])([O-])=O.[O:14]=[P:15]12[O:26]P3(OP(OP(O3)([O:22]1)=O)(=O)[O:16]2)=O.O. (2) The reactants are: [N:1]([CH2:4][Si:5]([O:8][CH3:9])([CH3:7])[CH3:6])=[C:2]=[O:3].[C:10]1(=[O:17])[NH:16][CH2:15][CH2:14][CH2:13][CH2:12][CH2:11]1. Given the product [CH3:9][O:8][Si:5]([CH2:4][NH:1][C:2]([N:16]1[CH2:15][CH2:14][CH2:13][CH2:12][CH2:11][C:10]1=[O:17])=[O:3])([CH3:7])[CH3:6], predict the reactants needed to synthesize it. (3) The reactants are: [CH2:1]([N:8]1[C:13](=[O:14])[C:12]([CH3:15])=[C:11]([CH3:16])[N:10]=[C:9]1[C@H:17]([NH:21][C:22](=[O:30])[C:23]1[CH:28]=[CH:27][C:26]([CH3:29])=[CH:25][CH:24]=1)[CH:18]([CH3:20])[CH3:19])[C:2]1[CH:7]=[CH:6][CH:5]=[CH:4][CH:3]=1.[H-].[Na+].Cl[CH2:34][CH2:35][N:36]1[CH2:40][CH2:39][CH2:38][CH2:37]1. Given the product [CH2:1]([N:8]1[C:13](=[O:14])[C:12]([CH3:15])=[C:11]([CH3:16])[N:10]=[C:9]1[C@H:17]([N:21]([CH2:34][CH2:35][N:36]1[CH2:40][CH2:39][CH2:38][CH2:37]1)[C:22](=[O:30])[C:23]1[CH:28]=[CH:27][C:26]([CH3:29])=[CH:25][CH:24]=1)[CH:18]([CH3:20])[CH3:19])[C:2]1[CH:3]=[CH:4][CH:5]=[CH:6][CH:7]=1, predict the reactants needed to synthesize it. (4) Given the product [Cl:10][C:8]1[CH:7]=[CH:6][C:5]([CH:11]2[CH2:16][CH2:15][N:14]([CH2:17][CH2:18][N:19]3[C:24]4[CH:25]=[CH:26][CH:27]=[CH:28][C:23]=4[O:22][CH2:21][C:20]3=[O:29])[CH2:13][CH2:12]2)=[C:4]([CH:9]=1)[C:3]([OH:30])=[O:2], predict the reactants needed to synthesize it. The reactants are: C[O:2][C:3](=[O:30])[C:4]1[CH:9]=[C:8]([Cl:10])[CH:7]=[CH:6][C:5]=1[CH:11]1[CH2:16][CH2:15][N:14]([CH2:17][CH2:18][N:19]2[C:24]3[CH:25]=[CH:26][CH:27]=[CH:28][C:23]=3[O:22][CH2:21][C:20]2=[O:29])[CH2:13][CH2:12]1.[OH-].[Na+].Cl.